Task: Regression/Classification. Given a drug SMILES string, predict its toxicity properties. Task type varies by dataset: regression for continuous values (e.g., LD50, hERG inhibition percentage) or binary classification for toxic/non-toxic outcomes (e.g., AMES mutagenicity, cardiotoxicity, hepatotoxicity). Dataset: herg_karim.. Dataset: hERG potassium channel inhibition data for cardiac toxicity prediction from Karim et al. (1) The compound is CN1Cc2cc(-c3ccc(C[C@@H](C#N)NC(=O)[C@@H]4CCCCN4)cc3)ccc2C1=O. The result is 0 (non-blocker). (2) The compound is Cn1c(SCCCN2CC3CCN(c4ccccc4C(F)(F)F)C3C2)nnc1-c1cccnc1. The result is 1 (blocker). (3) The drug is COc1cc(CNC(=O)CCCC/C=C/C(C)C)ccc1O. The result is 0 (non-blocker). (4) The molecule is CC1CCCN1CCc1ccc2nc(-c3ccoc3)ccc2c1. The result is 1 (blocker). (5) The drug is C[C@H](Oc1cc(-c2cnn(C3CCNCC3)c2)cnc1N)c1c(Cl)ccc(F)c1Cl. The result is 1 (blocker). (6) The drug is O[C@H]1C[C@H](CN2CC[C@H](c3ccc(F)cc3Cl)[C@@H](O)C2)CCc2cccnc21. The result is 0 (non-blocker).